This data is from Retrosynthesis with 50K atom-mapped reactions and 10 reaction types from USPTO. The task is: Predict the reactants needed to synthesize the given product. (1) Given the product O=C(O)c1ccc2c(c1)S(=O)c1ccccc1NC2=O, predict the reactants needed to synthesize it. The reactants are: COC(=O)c1ccc2c(c1)S(=O)c1ccccc1NC2=O. (2) The reactants are: Clc1ccc(C2(CN3CCCC(CNc4ccccc4)C3)CCC2)cc1.O=C(Cl)C1CCC1. Given the product O=C(C1CCC1)N(CC1CCCN(CC2(c3ccc(Cl)cc3)CCC2)C1)c1ccccc1, predict the reactants needed to synthesize it. (3) Given the product NC(CF)C(F)CO, predict the reactants needed to synthesize it. The reactants are: NC(CF)C(F)C(=O)O. (4) Given the product CCOC(=O)CNc1cc(=O)oc2c(OC3CCCC3)c(OC)ccc12, predict the reactants needed to synthesize it. The reactants are: CCOC(=O)CN.COc1ccc2c(Cl)cc(=O)oc2c1OC1CCCC1. (5) Given the product CC(C)(C)OC(=O)N1C[C@H](O)C[C@H]1C(=O)O, predict the reactants needed to synthesize it. The reactants are: CC(C)(C)OC(=O)OC(=O)OC(C)(C)C.O=C(O)[C@@H]1C[C@@H](O)CN1. (6) Given the product CCOC(=O)CCc1ccccc1OC(C(=O)OCC)C(C)CCCCCCOc1cc(-c2ccccc2)cc(-c2cn(C)c(=O)n(C)c2=O)c1, predict the reactants needed to synthesize it. The reactants are: CCOC(=O)CCc1ccccc1OC(C(=O)OCC)C(C)CCCCCCOc1cc(Br)cc(-c2cn(C)c(=O)n(C)c2=O)c1.OB(O)c1ccccc1. (7) Given the product O=C(Cn1nnnc1-c1cccc(C(F)(F)F)c1)OCCO, predict the reactants needed to synthesize it. The reactants are: O=C(O)Cn1nnnc1-c1cccc(C(F)(F)F)c1.OCCO. (8) Given the product CN1CCN(c2ccc(-c3n[nH]c4ccc(C=C5C(=O)Nc6ccccc65)cc34)cn2)CC1, predict the reactants needed to synthesize it. The reactants are: CN1CCN(c2ccc(-c3n[nH]c4ccc(C=O)cc34)cn2)CC1.O=C1Cc2ccccc2N1. (9) The reactants are: COc1ccc2cc3ncc(C#N)c(Nc4ccc(Cl)cc4Cl)c3cc2c1. Given the product N#Cc1cnc2cc3ccc(O)cc3cc2c1Nc1ccc(Cl)cc1Cl, predict the reactants needed to synthesize it. (10) Given the product CCN(CC)CCCCOc1ccc2c(ccn2C(=O)OC(C)(C)C)c1, predict the reactants needed to synthesize it. The reactants are: CC(C)(C)OC(=O)n1ccc2cc(OCCCCBr)ccc21.CCNCC.